Dataset: Forward reaction prediction with 1.9M reactions from USPTO patents (1976-2016). Task: Predict the product of the given reaction. (1) The product is: [Cl:8][C:9]1[CH:10]=[N:11][CH:12]=[C:13]([Cl:38])[C:14]=1[NH:15][C:16]1[C:25]2[C:20](=[C:21]([O:28][CH2:29][CH2:30][CH2:31][CH2:32][CH2:33][C:34]([O:36][CH3:2])=[O:35])[C:22]([O:26][CH3:27])=[CH:23][CH:24]=2)[O:19][C:18](=[O:37])[CH:17]=1. Given the reactants [Si](C=[N+]=[N-])(C)(C)[CH3:2].[Cl:8][C:9]1[CH:10]=[N:11][CH:12]=[C:13]([Cl:38])[C:14]=1[NH:15][C:16]1[C:25]2[C:20](=[C:21]([O:28][CH2:29][CH2:30][CH2:31][CH2:32][CH2:33][C:34]([OH:36])=[O:35])[C:22]([O:26][CH3:27])=[CH:23][CH:24]=2)[O:19][C:18](=[O:37])[CH:17]=1.CO, predict the reaction product. (2) Given the reactants [Br:1][C:2]1[S:6][C:5]([C:7]2[CH:12]=[CH:11][CH:10]=[CH:9][CH:8]=2)=[N:4][C:3]=1[CH3:13].C1C(=O)N([Br:21])C(=O)C1.CC(N=NC(C#N)(C)C)(C#N)C, predict the reaction product. The product is: [Br:1][C:2]1[S:6][C:5]([C:7]2[CH:12]=[CH:11][CH:10]=[CH:9][CH:8]=2)=[N:4][C:3]=1[CH2:13][Br:21]. (3) Given the reactants [Cl:1][C:2]1[N:7]=[CH:6][C:5]([C:8](Cl)=[O:9])=[CH:4][CH:3]=1.ClC1C=CC(C(C2N(C)C=NC=2)=O)=CN=1.FC1N=CC(C(Cl)=O)=CC=1.FC1N=CC([C:43]([N:45]([O:47][CH3:48])C)=O)=CC=1, predict the reaction product. The product is: [Cl:1][C:2]1[N:7]=[CH:6][C:5]([C:8]([N:45]([O:47][CH3:48])[CH3:43])=[O:9])=[CH:4][CH:3]=1. (4) Given the reactants [Br:1][C:2]1[CH:10]=[CH:9][C:5]([C:6]([OH:8])=O)=[CH:4][C:3]=1[CH3:11].[NH2:12][C@H:13]1[CH2:18][CH2:17][C@H:16]([OH:19])[CH2:15][CH2:14]1.C(N(CC)C(C)C)(C)C.F[P-](F)(F)(F)(F)F.CN(C(ON1C2=NC=CC=C2N=N1)=[N+](C)C)C, predict the reaction product. The product is: [Br:1][C:2]1[CH:10]=[CH:9][C:5]([C:6]([NH:12][C@H:13]2[CH2:18][CH2:17][C@H:16]([OH:19])[CH2:15][CH2:14]2)=[O:8])=[CH:4][C:3]=1[CH3:11]. (5) The product is: [CH3:18][N:19]1[CH2:20][CH2:21][N:22]=[C:10]([C:7]2[CH:6]=[CH:5][C:4]([N+:1]([O-:3])=[O:2])=[CH:9][CH:8]=2)[C:11]1=[O:17]. Given the reactants [N+:1]([C:4]1[CH:9]=[CH:8][C:7]([CH2:10][C:11](=[O:17])C(OCC)=O)=[CH:6][CH:5]=1)([O-:3])=[O:2].[CH3:18][NH:19][CH2:20][CH2:21][NH2:22], predict the reaction product. (6) Given the reactants [CH2:1]([O:3][C:4](=[O:13])[CH2:5][CH:6](C(=O)C)[C:7](=O)[CH3:8])[CH3:2].[C:14](O)(=O)C.Cl.[NH2:19][CH:20]([C:26]([O:28][CH2:29][CH3:30])=[O:27])[C:21](OCC)=O.C([O-])(=O)C.[Na+], predict the reaction product. The product is: [CH2:29]([O:28][C:26]([C:20]1[NH:19][C:7]([CH3:8])=[C:6]([CH2:5][C:4]([O:3][CH2:1][CH3:2])=[O:13])[C:21]=1[CH3:14])=[O:27])[CH3:30].